This data is from Forward reaction prediction with 1.9M reactions from USPTO patents (1976-2016). The task is: Predict the product of the given reaction. (1) Given the reactants [H-].[Na+].[CH2:3]([OH:21])[CH2:4][O:5][CH2:6][CH2:7][O:8][CH2:9][CH2:10][O:11][CH2:12][CH2:13][O:14][CH2:15][CH2:16][O:17][CH2:18][CH2:19][OH:20].[CH2:22](Br)[C:23]#[CH:24].C1(C)C=CC=CC=1, predict the reaction product. The product is: [CH2:19]([OH:20])[CH2:18][O:17][CH2:16][CH2:15][O:14][CH2:13][CH2:12][O:11][CH2:10][CH2:9][O:8][CH2:7][CH2:6][O:5][CH2:4][CH2:3][O:21][CH2:24][C:23]#[CH:22]. (2) Given the reactants [H-].[Na+].[F:3][C:4]1[CH:5]=[CH:6][CH:7]=[C:8]2[C:12]=1[N:11]([S:13]([C:16]1[CH:22]=[CH:21][C:19]([CH3:20])=[CH:18][CH:17]=1)(=[O:15])=[O:14])[CH:10]=[C:9]2[CH:23]=O.[OH2:25].[CH2:26]1[CH2:30][O:29][CH2:28][CH2:27]1, predict the reaction product. The product is: [F:3][C:4]1[CH:5]=[CH:6][CH:7]=[C:8]2[C:12]=1[N:11]([S:13]([C:16]1[CH:22]=[CH:21][C:19]([CH3:20])=[CH:18][CH:17]=1)(=[O:15])=[O:14])[CH:10]=[C:9]2/[CH:23]=[CH:27]/[C:28]([O:29][CH2:30][CH3:26])=[O:25]. (3) Given the reactants [C:1]1(=[CH:6][CH2:7][CH2:8][C:9](=[O:11])[CH3:10])[CH2:5][CH2:4][CH2:3][CH2:2]1.[CH3:12][Mg]Br.Cl, predict the reaction product. The product is: [C:1]1(=[CH:6][CH2:7][CH2:8][C:9]([CH3:12])([OH:11])[CH3:10])[CH2:5][CH2:4][CH2:3][CH2:2]1. (4) Given the reactants Cl[C:2]1[N:7]=[CH:6][N:5]=[C:4]([NH:8][C:9]2[CH:14]=[CH:13][C:12]([N:15]3[CH2:20][CH2:19][N:18]([CH:21]4[CH2:24][O:23][CH2:22]4)[CH2:17][CH2:16]3)=[C:11]([F:25])[CH:10]=2)[N:3]=1.[O:26]=[S:27]1(=[O:51])[CH2:32][CH2:31][CH:30]([O:33][C:34]2[CH:41]=[CH:40][C:39](B3OC(C)(C)C(C)(C)O3)=[CH:38][C:35]=2[C:36]#[N:37])[CH2:29][CH2:28]1.C(=O)([O-])[O-].[Na+].[Na+], predict the reaction product. The product is: [O:26]=[S:27]1(=[O:51])[CH2:28][CH2:29][CH:30]([O:33][C:34]2[CH:41]=[CH:40][C:39]([C:2]3[N:3]=[C:4]([NH:8][C:9]4[CH:14]=[CH:13][C:12]([N:15]5[CH2:20][CH2:19][N:18]([CH:21]6[CH2:24][O:23][CH2:22]6)[CH2:17][CH2:16]5)=[C:11]([F:25])[CH:10]=4)[N:5]=[CH:6][N:7]=3)=[CH:38][C:35]=2[C:36]#[N:37])[CH2:31][CH2:32]1. (5) Given the reactants Br[C:2]1[N:7]=[C:6]([C:8]([O:10]C)=[O:9])[CH:5]=[CH:4][C:3]=1[F:12].[CH3:13][S:14]([C:17]1[CH:22]=[CH:21][C:20](B(O)O)=[CH:19][CH:18]=1)(=[O:16])=[O:15].C([O-])([O-])=O.[Na+].[Na+], predict the reaction product. The product is: [F:12][C:3]1[CH:4]=[CH:5][C:6]([C:8]([OH:10])=[O:9])=[N:7][C:2]=1[C:20]1[CH:21]=[CH:22][C:17]([S:14]([CH3:13])(=[O:16])=[O:15])=[CH:18][CH:19]=1. (6) Given the reactants C([O-])([O-])=O.[Cs+].[Cs+].[CH3:7][N:8]1[C:12](S(C)(=O)=O)=[N:11][N:10]=[C:9]1[C:17]1[CH:18]=NC=[CH:21][CH:22]=1.[Cl:23][C:24]1[CH:25]=[C:26]([N:30]2[N:34]=[C:33]([CH:35]([OH:37])[CH3:36])[CH:32]=[N:31]2)[CH:27]=[CH:28][CH:29]=1.[CH3:38][N:39](C=O)C, predict the reaction product. The product is: [Cl:23][C:24]1[CH:25]=[C:26]([N:30]2[N:34]=[C:33]([CH:35]([O:37][C:12]3[N:8]([CH3:7])[C:9]([C:17]4[CH:22]=[CH:21][N:39]=[CH:38][CH:18]=4)=[N:10][N:11]=3)[CH3:36])[CH:32]=[N:31]2)[CH:27]=[CH:28][CH:29]=1. (7) Given the reactants [F:1][C:2]1[CH:7]=[C:6]([B:8]2[O:12][C:11]([CH3:14])([CH3:13])[C:10]([CH3:16])([CH3:15])[O:9]2)[CH:5]=[CH:4][C:3]=1[CH:17]([CH:27]([CH3:29])[CH3:28])[CH2:18][NH:19][C:20](=[O:26])[O:21][C:22]([CH3:25])([CH3:24])[CH3:23].CI.[CH3:32][Si]([N-][Si](C)(C)C)(C)C.[Na+], predict the reaction product. The product is: [F:1][C:2]1[CH:7]=[C:6]([B:8]2[O:12][C:11]([CH3:14])([CH3:13])[C:10]([CH3:15])([CH3:16])[O:9]2)[CH:5]=[CH:4][C:3]=1[CH:17]([CH:27]([CH3:29])[CH3:28])[CH2:18][N:19]([CH3:32])[C:20](=[O:26])[O:21][C:22]([CH3:25])([CH3:24])[CH3:23]. (8) Given the reactants COC(C1C=C(O)C2C(=C(OCC3C=CC=CC=3)C=C(C#CCOCC3C=CC=CC=3)C=2)N=1)=O.[CH3:35][O:36][C:37]([C:39]1[CH:48]=[C:47]([C:49]#[C:50][CH2:51][CH2:52][CH2:53][O:54]CC2C=CC=CC=2)[C:46]2[C:41](=[C:42]([O:62][CH2:63][C:64]3[CH:69]=[CH:68][CH:67]=[CH:66][CH:65]=3)[CH:43]=[CH:44][CH:45]=2)[N:40]=1)=[O:38], predict the reaction product. The product is: [CH3:35][O:36][C:37]([C:39]1[CH:48]=[C:47]([CH2:49][CH2:50][CH2:51][CH2:52][CH2:53][OH:54])[C:46]2[C:41](=[C:42]([O:62][CH2:63][C:64]3[CH:65]=[CH:66][CH:67]=[CH:68][CH:69]=3)[CH:43]=[CH:44][CH:45]=2)[N:40]=1)=[O:38]. (9) Given the reactants [CH2:1]([NH:8][C@@H:9]1[C@@H:13]([OH:14])[CH2:12][N:11]([C:15]([O:17][C:18]([CH3:21])([CH3:20])[CH3:19])=[O:16])[CH2:10]1)[C:2]1[CH:7]=[CH:6][CH:5]=[CH:4][CH:3]=1.[CH:22](=O)[CH3:23].C=O, predict the reaction product. The product is: [CH2:1]([N:8]([CH2:22][CH3:23])[C@@H:9]1[C@@H:13]([OH:14])[CH2:12][N:11]([C:15]([O:17][C:18]([CH3:21])([CH3:20])[CH3:19])=[O:16])[CH2:10]1)[C:2]1[CH:3]=[CH:4][CH:5]=[CH:6][CH:7]=1. (10) Given the reactants [C:1]([O:5][C:6](=[O:25])[CH2:7][CH2:8][N:9]([C:13]1[CH:18]=[CH:17][C:16]([O:19][C:20]([F:23])([F:22])[F:21])=[C:15]([Cl:24])[CH:14]=1)[CH2:10][CH:11]=O)([CH3:4])([CH3:3])[CH3:2].Cl.[NH2:27][CH2:28][CH2:29][CH2:30][C:31]([O:33][CH3:34])=[O:32].C(N(CC)CC)C.C(O)(=O)C.C(O[BH-](OC(=O)C)OC(=O)C)(=O)C.[Na+], predict the reaction product. The product is: [CH3:34][O:33][C:31](=[O:32])[CH2:30][CH2:29][CH2:28][NH:27][CH2:11][CH2:10][N:9]([CH2:8][CH2:7][C:6]([O:5][C:1]([CH3:2])([CH3:4])[CH3:3])=[O:25])[C:13]1[CH:18]=[CH:17][C:16]([O:19][C:20]([F:21])([F:23])[F:22])=[C:15]([Cl:24])[CH:14]=1.